This data is from Catalyst prediction with 721,799 reactions and 888 catalyst types from USPTO. The task is: Predict which catalyst facilitates the given reaction. (1) Reactant: [C:1]([O:5][C:6]([N:8]1[CH2:13][CH2:12][N:11]([CH:14]([C:25](OCC)=[O:26])[C:15]2[CH:20]=[CH:19][CH:18]=[C:17]([C:21]([F:24])([F:23])[F:22])[CH:16]=2)[CH2:10][CH2:9]1)=[O:7])([CH3:4])([CH3:3])[CH3:2].[H-].[Al+3].[Li+].[H-].[H-].[H-]. Product: [C:1]([O:5][C:6]([N:8]1[CH2:13][CH2:12][N:11]([CH:14]([C:15]2[CH:20]=[CH:19][CH:18]=[C:17]([C:21]([F:23])([F:24])[F:22])[CH:16]=2)[CH2:25][OH:26])[CH2:10][CH2:9]1)=[O:7])([CH3:4])([CH3:2])[CH3:3]. The catalyst class is: 7. (2) Reactant: [Cl-].[O:2]=[C:3]1[N:8]2[CH:9]=[CH:10][S:11][C:7]2=[N:6][C:5]([CH2:12][P+](C2C=CC=CC=2)(C2C=CC=CC=2)C2C=CC=CC=2)=[CH:4]1.[H-].[Na+].[CH:34]1([CH2:37][O:38][C:39]2[C:46](OC)=[CH:45][CH:44]=[CH:43][C:40]=2[CH:41]=O)[CH2:36][CH2:35]1.[C:49](OCC)(=O)[CH3:50]. Product: [CH:34]1([CH2:37][O:38][C:39]2[C:46]([CH2:49][CH3:50])=[CH:45][CH:44]=[CH:43][C:40]=2/[CH:41]=[CH:12]/[C:5]2[N:6]=[C:7]3[S:11][CH:10]=[CH:9][N:8]3[C:3](=[O:2])[CH:4]=2)[CH2:36][CH2:35]1. The catalyst class is: 16. (3) Reactant: Cl[C:2]1[N:7]=[C:6]([NH:8][CH:9]2[CH2:23][CH:12]3[CH2:13][N:14]([C:16]([O:18][C:19]([CH3:22])([CH3:21])[CH3:20])=[O:17])[CH2:15][CH:11]3[CH2:10]2)[C:5]([Cl:24])=[CH:4][N:3]=1.Cl.[CH3:26][N:27]1[CH:31]=[C:30]([NH2:32])[CH:29]=[N:28]1.C(N(C(C)C)C(C)C)C. Product: [Cl:24][C:5]1[C:6]([NH:8][CH:9]2[CH2:23][CH:12]3[CH2:13][N:14]([C:16]([O:18][C:19]([CH3:22])([CH3:21])[CH3:20])=[O:17])[CH2:15][CH:11]3[CH2:10]2)=[N:7][C:2]([NH:32][C:30]2[CH:29]=[N:28][N:27]([CH3:26])[CH:31]=2)=[N:3][CH:4]=1. The catalyst class is: 114. (4) Reactant: Br[C:2]1[CH:7]=[CH:6][C:5]([C:8]2[C:12]3[CH2:13][C:14]4[S:15][CH:16]=[CH:17][C:18]=4[C:11]=3[N:10]([CH2:19][O:20][CH2:21][CH2:22][Si:23]([CH3:26])([CH3:25])[CH3:24])[N:9]=2)=[CH:4][CH:3]=1.[N+:27]([C:30]1[CH:35]=[CH:34][C:33]([NH2:36])=[CH:32][CH:31]=1)([O-:29])=[O:28].C([O-])([O-])=O.[Cs+].[Cs+].CC1(C)C2C(=C(P(C3C=CC=CC=3)C3C=CC=CC=3)C=CC=2)OC2C(P(C3C=CC=CC=3)C3C=CC=CC=3)=CC=CC1=2. Product: [N+:27]([C:30]1[CH:35]=[CH:34][C:33]([NH:36][C:2]2[CH:7]=[CH:6][C:5]([C:8]3[C:12]4[CH2:13][C:14]5[S:15][CH:16]=[CH:17][C:18]=5[C:11]=4[N:10]([CH2:19][O:20][CH2:21][CH2:22][Si:23]([CH3:26])([CH3:25])[CH3:24])[N:9]=3)=[CH:4][CH:3]=2)=[CH:32][CH:31]=1)([O-:29])=[O:28]. The catalyst class is: 231. (5) The catalyst class is: 4. Reactant: [CH2:1]([OH:8])[CH2:2][CH2:3][CH2:4][CH2:5][CH2:6][OH:7].[CH3:9][C:10](C)([O-])[CH3:11].[K+].ICCC.O. Product: [CH2:9]([O:7][CH2:6][CH2:5][CH2:4][CH2:3][CH2:2][CH2:1][OH:8])[CH2:10][CH3:11]. (6) Reactant: [Cl:1][C:2]1[CH:3]=[C:4]([CH:9]=[C:10]([C:12]([NH:14][CH3:15])=[O:13])[CH:11]=1)[C:5](OC)=[O:6].C(O)C.[BH4-].[Li+]. Product: [Cl:1][C:2]1[CH:11]=[C:10]([CH:9]=[C:4]([CH2:5][OH:6])[CH:3]=1)[C:12]([NH:14][CH3:15])=[O:13]. The catalyst class is: 7. (7) Reactant: [O:1]1CCCO[CH:2]1[C:7]1[N:12]=[CH:11][C:10]([C:13]2[S:21][C:20]3[C:15](=[N:16][CH:17]=[CH:18][C:19]=3[O:22][C:23]3[CH:28]=[CH:27][C:26]([NH:29][C:30]([NH:32][CH:33]4[CH2:35][CH2:34]4)=[O:31])=[CH:25][C:24]=3[F:36])[CH:14]=2)=[CH:9][CH:8]=1.CC(O)=O.O. Product: [CH:33]1([NH:32][C:30]([NH:29][C:26]2[CH:27]=[CH:28][C:23]([O:22][C:19]3[CH:18]=[CH:17][N:16]=[C:15]4[CH:14]=[C:13]([C:10]5[CH:11]=[N:12][C:7]([CH:2]=[O:1])=[CH:8][CH:9]=5)[S:21][C:20]=34)=[C:24]([F:36])[CH:25]=2)=[O:31])[CH2:34][CH2:35]1. The catalyst class is: 6. (8) Reactant: C(OC([N:8]1[CH2:11][CH:10]([CH2:12][C:13]2[CH:18]=[CH:17][CH:16]=[CH:15][N:14]=2)[CH2:9]1)=O)(C)(C)C.[C:19]([OH:25])([C:21]([F:24])([F:23])[F:22])=[O:20]. Product: [F:22][C:21]([F:24])([F:23])[C:19]([OH:25])=[O:20].[NH:8]1[CH2:11][CH:10]([CH2:12][C:13]2[CH:18]=[CH:17][CH:16]=[CH:15][N:14]=2)[CH2:9]1.[C:19]([OH:25])([C:21]([F:24])([F:23])[F:22])=[O:20]. The catalyst class is: 2. (9) Reactant: Cl[C:2]1[CH:7]=[C:6]([Cl:8])[CH:5]=[CH:4][N:3]=1.[C:9]([N:16]1[CH2:21][CH2:20][NH:19][CH2:18][CH2:17]1)([O:11][C:12]([CH3:15])([CH3:14])[CH3:13])=[O:10].CC(C)([O-])C.[Na+].O. Product: [C:12]([O:11][C:9]([N:16]1[CH2:21][CH2:20][N:19]([C:2]2[CH:7]=[C:6]([Cl:8])[CH:5]=[CH:4][N:3]=2)[CH2:18][CH2:17]1)=[O:10])([CH3:15])([CH3:13])[CH3:14]. The catalyst class is: 164.